This data is from Peptide-MHC class II binding affinity with 134,281 pairs from IEDB. The task is: Regression. Given a peptide amino acid sequence and an MHC pseudo amino acid sequence, predict their binding affinity value. This is MHC class II binding data. (1) The peptide sequence is AEGLSGEPKGAAESS. The MHC is DRB1_0701 with pseudo-sequence DRB1_0701. The binding affinity (normalized) is 0.157. (2) The peptide sequence is YDKFQANVSTVLTGK. The MHC is DRB1_1101 with pseudo-sequence DRB1_1101. The binding affinity (normalized) is 0.372. (3) The peptide sequence is DIYNYMEPYVSKVDP. The MHC is HLA-DPA10201-DPB10501 with pseudo-sequence HLA-DPA10201-DPB10501. The binding affinity (normalized) is 0.328. (4) The peptide sequence is LAPVRMDLLCVQRRL. The MHC is H-2-IAd with pseudo-sequence H-2-IAd. The binding affinity (normalized) is 0.291. (5) The MHC is DRB1_1302 with pseudo-sequence DRB1_1302. The peptide sequence is AANKQKQELDEISTN. The binding affinity (normalized) is 0.102. (6) The peptide sequence is YDKFLANVSTVLHGK. The MHC is DRB1_1001 with pseudo-sequence DRB1_1001. The binding affinity (normalized) is 0.664. (7) The peptide sequence is AYAQRVYQANRAAGS. The MHC is DRB1_0405 with pseudo-sequence DRB1_0405. The binding affinity (normalized) is 0.459. (8) The peptide sequence is TFDGRGAQVYIGNGG. The MHC is HLA-DQA10501-DQB10301 with pseudo-sequence HLA-DQA10501-DQB10301. The binding affinity (normalized) is 0.684.